Task: Regression. Given two drug SMILES strings and cell line genomic features, predict the synergy score measuring deviation from expected non-interaction effect.. Dataset: NCI-60 drug combinations with 297,098 pairs across 59 cell lines (1) Drug 1: COC1=C(C=C2C(=C1)N=CN=C2NC3=CC(=C(C=C3)F)Cl)OCCCN4CCOCC4. Drug 2: C1=CC(=CC=C1CCC2=CNC3=C2C(=O)NC(=N3)N)C(=O)NC(CCC(=O)O)C(=O)O. Cell line: EKVX. Synergy scores: CSS=32.7, Synergy_ZIP=-9.81, Synergy_Bliss=-0.259, Synergy_Loewe=-2.55, Synergy_HSA=-0.542. (2) Drug 1: COC1=NC(=NC2=C1N=CN2C3C(C(C(O3)CO)O)O)N. Drug 2: CC(C)(C#N)C1=CC(=CC(=C1)CN2C=NC=N2)C(C)(C)C#N. Cell line: NCIH23. Synergy scores: CSS=58.1, Synergy_ZIP=-1.92, Synergy_Bliss=-4.00, Synergy_Loewe=-3.91, Synergy_HSA=-3.51. (3) Drug 1: CCCCCOC(=O)NC1=NC(=O)N(C=C1F)C2C(C(C(O2)C)O)O. Drug 2: CC=C1C(=O)NC(C(=O)OC2CC(=O)NC(C(=O)NC(CSSCCC=C2)C(=O)N1)C(C)C)C(C)C. Cell line: NCIH23. Synergy scores: CSS=46.0, Synergy_ZIP=-0.165, Synergy_Bliss=-1.21, Synergy_Loewe=-63.2, Synergy_HSA=-0.124. (4) Drug 1: C1CC(C1)(C(=O)O)C(=O)O.[NH2-].[NH2-].[Pt+2]. Drug 2: C1CNP(=O)(OC1)N(CCCl)CCCl. Cell line: SNB-75. Synergy scores: CSS=0.473, Synergy_ZIP=1.83, Synergy_Bliss=1.86, Synergy_Loewe=0.0708, Synergy_HSA=-0.519. (5) Drug 1: C1=CC=C(C(=C1)C(C2=CC=C(C=C2)Cl)C(Cl)Cl)Cl. Drug 2: C1=NC2=C(N1)C(=S)N=CN2. Cell line: K-562. Synergy scores: CSS=34.3, Synergy_ZIP=3.04, Synergy_Bliss=5.42, Synergy_Loewe=-23.0, Synergy_HSA=3.69. (6) Drug 1: CC1=C(C(CCC1)(C)C)C=CC(=CC=CC(=CC(=O)O)C)C. Drug 2: CC1CCC2CC(C(=CC=CC=CC(CC(C(=O)C(C(C(=CC(C(=O)CC(OC(=O)C3CCCCN3C(=O)C(=O)C1(O2)O)C(C)CC4CCC(C(C4)OC)OCCO)C)C)O)OC)C)C)C)OC. Cell line: NCIH23. Synergy scores: CSS=6.13, Synergy_ZIP=-1.70, Synergy_Bliss=-1.46, Synergy_Loewe=-1.39, Synergy_HSA=-2.37.